This data is from Full USPTO retrosynthesis dataset with 1.9M reactions from patents (1976-2016). The task is: Predict the reactants needed to synthesize the given product. (1) Given the product [CH2:1]([N:8]1[CH:17]=[C:16]([C:18]2[CH:23]=[C:22]([F:24])[C:21]([F:25])=[C:20]([F:26])[CH:19]=2)[C:15]2[C:10](=[CH:11][CH:12]=[C:13]([OH:27])[CH:14]=2)[C:9]1=[O:29])[C:2]1[CH:3]=[CH:4][CH:5]=[CH:6][CH:7]=1, predict the reactants needed to synthesize it. The reactants are: [CH2:1]([N:8]1[CH:17]=[C:16]([C:18]2[CH:23]=[C:22]([F:24])[C:21]([F:25])=[C:20]([F:26])[CH:19]=2)[C:15]2[C:10](=[CH:11][CH:12]=[C:13]([O:27]C)[CH:14]=2)[C:9]1=[O:29])[C:2]1[CH:7]=[CH:6][CH:5]=[CH:4][CH:3]=1.ClC1C=CC=CC=1.B(Br)(Br)Br.O. (2) Given the product [CH2:1]([O:3][C:4]1[CH:19]=[CH:18][C:7]([CH2:8][C:9]2([C:14]([OH:16])=[O:15])[CH2:13][CH2:12][CH2:11][O:10]2)=[CH:6][CH:5]=1)[CH3:2], predict the reactants needed to synthesize it. The reactants are: [CH2:1]([O:3][C:4]1[CH:19]=[CH:18][C:7]([CH2:8][C:9]2([C:14]([O:16]C)=[O:15])[CH2:13][CH2:12][CH2:11][O:10]2)=[CH:6][CH:5]=1)[CH3:2].[OH-].[Na+]. (3) Given the product [NH2:22][C:18]1[N:17]=[C:16]([N:7]2[C:6]3[CH:23]=[C:2]([C:33]#[C:32][C:30]([C:25]4[N:24]=[CH:29][CH:28]=[CH:27][N:26]=4)([OH:34])[CH3:31])[CH:3]=[CH:4][C:5]=3[N:9]=[C:8]2[O:10][CH2:11][C:12]([F:15])([F:14])[F:13])[CH:21]=[CH:20][N:19]=1, predict the reactants needed to synthesize it. The reactants are: Br[C:2]1[CH:3]=[CH:4][C:5]2[N:9]=[C:8]([O:10][CH2:11][C:12]([F:15])([F:14])[F:13])[N:7]([C:16]3[CH:21]=[CH:20][N:19]=[C:18]([NH2:22])[N:17]=3)[C:6]=2[CH:23]=1.[N:24]1[CH:29]=[CH:28][CH:27]=[N:26][C:25]=1[C:30]([OH:34])([C:32]#[CH:33])[CH3:31].C(N(CC)CC)C.